This data is from NCI-60 drug combinations with 297,098 pairs across 59 cell lines. The task is: Regression. Given two drug SMILES strings and cell line genomic features, predict the synergy score measuring deviation from expected non-interaction effect. (1) Drug 1: CNC(=O)C1=CC=CC=C1SC2=CC3=C(C=C2)C(=NN3)C=CC4=CC=CC=N4. Drug 2: B(C(CC(C)C)NC(=O)C(CC1=CC=CC=C1)NC(=O)C2=NC=CN=C2)(O)O. Cell line: SF-268. Synergy scores: CSS=0.362, Synergy_ZIP=-0.0299, Synergy_Bliss=-1.08, Synergy_Loewe=-5.00, Synergy_HSA=-4.24. (2) Cell line: 786-0. Drug 2: N.N.Cl[Pt+2]Cl. Synergy scores: CSS=35.2, Synergy_ZIP=-1.17, Synergy_Bliss=-3.74, Synergy_Loewe=-13.3, Synergy_HSA=-3.61. Drug 1: C1=NC2=C(N1)C(=S)N=C(N2)N. (3) Drug 1: C1=CC(=CC=C1CC(C(=O)O)N)N(CCCl)CCCl.Cl. Drug 2: CCN(CC)CCCC(C)NC1=C2C=C(C=CC2=NC3=C1C=CC(=C3)Cl)OC. Cell line: OVCAR-8. Synergy scores: CSS=48.5, Synergy_ZIP=2.62, Synergy_Bliss=7.34, Synergy_Loewe=-7.63, Synergy_HSA=6.71.